This data is from Full USPTO retrosynthesis dataset with 1.9M reactions from patents (1976-2016). The task is: Predict the reactants needed to synthesize the given product. Given the product [CH3:31][C:2]([CH3:30])([CH3:1])[C:3]#[C:4][C:5]1[S:9][C:8]([C:10]([OH:12])=[O:11])=[C:7]([N:13]([C:14]([C@H:16]2[CH2:21][CH2:20][C@H:19]([CH3:22])[CH2:18][CH2:17]2)=[O:15])[C@H:23]2[CH2:28][CH2:27][C@H:26]([O:29][C:37]3[CH:38]=[CH:39][N:40]=[C:35]([Cl:34])[N:36]=3)[CH2:25][CH2:24]2)[CH:6]=1, predict the reactants needed to synthesize it. The reactants are: [CH3:1][C:2]([CH3:31])([CH3:30])[C:3]#[C:4][C:5]1[S:9][C:8]([C:10]([OH:12])=[O:11])=[C:7]([N:13]([C@H:23]2[CH2:28][CH2:27][C@H:26]([OH:29])[CH2:25][CH2:24]2)[C:14]([C@H:16]2[CH2:21][CH2:20][C@H:19]([CH3:22])[CH2:18][CH2:17]2)=[O:15])[CH:6]=1.[H-].[Na+].[Cl:34][C:35]1[N:40]=[C:39](Cl)[CH:38]=[CH:37][N:36]=1.C(OCC)(=O)C.